This data is from Forward reaction prediction with 1.9M reactions from USPTO patents (1976-2016). The task is: Predict the product of the given reaction. (1) Given the reactants CC(C1CC(NC2C(CO)=C(CC)N=C3N(CC)N=CC=23)CCN1C([O-])=O)(C)C.[CH3:30][C:31]([O:34][C:35]([N:37]1[CH2:42][CH2:41][CH:40]([NH:43][C:44]2[C:49]([C:50](OCC)=[O:51])=[C:48]([CH3:55])[N:47]=[C:46]3[N:56]([CH2:59][CH3:60])[N:57]=[CH:58][C:45]=23)[CH2:39][CH2:38]1)=[O:36])([CH3:33])[CH3:32], predict the reaction product. The product is: [CH2:59]([N:56]1[C:46]2=[N:47][C:48]([CH3:55])=[C:49]([CH2:50][OH:51])[C:44]([NH:43][CH:40]3[CH2:39][CH2:38][N:37]([C:35]([O:34][C:31]([CH3:30])([CH3:33])[CH3:32])=[O:36])[CH2:42][CH2:41]3)=[C:45]2[CH:58]=[N:57]1)[CH3:60]. (2) Given the reactants [C:1]([O:5][C:6]([N:8]1[CH2:12][CH:11]([CH2:13][OH:14])[CH:10]2[O:15][CH2:16][C:17]([O:20][CH3:21])([O:18][CH3:19])[CH:9]12)=[O:7])([CH3:4])([CH3:3])[CH3:2].CC(OI1(OC(C)=O)(OC(C)=O)OC(=O)C2C=CC=CC1=2)=O, predict the reaction product. The product is: [C:1]([O:5][C:6]([N:8]1[CH2:12][CH:11]([CH:13]=[O:14])[CH:10]2[O:15][CH2:16][C:17]([O:20][CH3:21])([O:18][CH3:19])[CH:9]12)=[O:7])([CH3:4])([CH3:3])[CH3:2]. (3) Given the reactants [NH2:1][C:2]1[CH:9]=[CH:8][C:7]([C:10]2[S:11][CH:12]=[C:13]([CH3:15])[CH:14]=2)=[CH:6][C:3]=1[C:4]#[N:5].[CH3:16][N:17]([CH:19](OC)OC)[CH3:18], predict the reaction product. The product is: [C:4]([C:3]1[CH:6]=[C:7]([C:10]2[S:11][CH:12]=[C:13]([CH3:15])[CH:14]=2)[CH:8]=[CH:9][C:2]=1[N:1]=[CH:16][N:17]([CH3:19])[CH3:18])#[N:5].